This data is from Reaction yield outcomes from USPTO patents with 853,638 reactions. The task is: Predict the reaction yield, written as a fraction of the theoretical maximum amount of product (1.0 means a 100% yield; for example, 0.34 means a 34% yield). (1) The reactants are [CH2:1]([O:8][C:9]1[CH:14]=[CH:13][CH:12]=[C:11]([Br:15])[C:10]=1[CH:16]=[C:17]([C:21]#[N:22])[C:18]([OH:20])=[O:19])[C:2]1[CH:7]=[CH:6][CH:5]=[CH:4][CH:3]=1.C(=O)(O)[O-].[Na+].[BH4-].[Na+]. The catalyst is CO. The product is [CH2:1]([O:8][C:9]1[CH:14]=[CH:13][CH:12]=[C:11]([Br:15])[C:10]=1[CH2:16][CH:17]([C:21]#[N:22])[C:18]([OH:20])=[O:19])[C:2]1[CH:3]=[CH:4][CH:5]=[CH:6][CH:7]=1. The yield is 0.990. (2) The reactants are [F:1][C:2]1[C:3]([O:30][CH3:31])=[C:4]([CH:27]=[CH:28][CH:29]=1)[C:5]([NH:7]/[C:8](/[CH3:26])=[C:9](/[C:20]1[CH:25]=[CH:24][CH:23]=[CH:22][CH:21]=1)\[C:10](=[O:19])[NH:11][CH2:12][CH2:13][C:14]1[S:15][CH:16]=[CH:17][CH:18]=1)=O.[OH-].[K+].Cl. The catalyst is C(O)C. The product is [F:1][C:2]1[C:3]([O:30][CH3:31])=[C:4]([C:5]2[N:11]([CH2:12][CH2:13][C:14]3[S:15][CH:16]=[CH:17][CH:18]=3)[C:10](=[O:19])[C:9]([C:20]3[CH:25]=[CH:24][CH:23]=[CH:22][CH:21]=3)=[C:8]([CH3:26])[N:7]=2)[CH:27]=[CH:28][CH:29]=1. The yield is 0.460. (3) The reactants are [Cl:1][C:2]1[CH:3]=[CH:4][C:5]([NH:18][CH2:19][CH:20]2[CH2:25][CH2:24][NH:23][CH2:22][CH2:21]2)=[C:6]([CH:17]=1)[C:7]([NH:9][C:10]1[CH:15]=[CH:14][C:13]([Cl:16])=[CH:12][N:11]=1)=[O:8].[S:26]1[CH2:31][CH2:30][C:29](=O)[CH2:28][CH2:27]1.C([BH3-])#N.[Na+]. The catalyst is CO.C(O)(=O)C.O1CCCC1. The product is [Cl:1][C:2]1[CH:3]=[CH:4][C:5]([NH:18][CH2:19][CH:20]2[CH2:21][CH2:22][N:23]([CH:29]3[CH2:30][CH2:31][S:26][CH2:27][CH2:28]3)[CH2:24][CH2:25]2)=[C:6]([CH:17]=1)[C:7]([NH:9][C:10]1[CH:15]=[CH:14][C:13]([Cl:16])=[CH:12][N:11]=1)=[O:8]. The yield is 0.840. (4) The reactants are C([O:8][C:9]1[CH:14]=[CH:13][C:12]([N:15]2[C:19]3=[N:20][CH:21]=[CH:22][CH:23]=[C:18]3[NH:17][C:16]2=[O:24])=[CH:11][CH:10]=1)C1C=CC=CC=1. The catalyst is CO.[Pd]. The product is [OH:8][C:9]1[CH:10]=[CH:11][C:12]([N:15]2[C:19]3=[N:20][CH:21]=[CH:22][CH:23]=[C:18]3[NH:17][C:16]2=[O:24])=[CH:13][CH:14]=1. The yield is 3.70.